Dataset: Catalyst prediction with 721,799 reactions and 888 catalyst types from USPTO. Task: Predict which catalyst facilitates the given reaction. (1) Reactant: [F:1][CH:2]([F:16])[CH2:3][CH2:4][O:5][C:6]1[CH:7]=[C:8]([CH:13]=[CH:14][CH:15]=1)[C:9]([O:11]C)=[O:10].O.[OH-].[Li+]. Product: [F:1][CH:2]([F:16])[CH2:3][CH2:4][O:5][C:6]1[CH:7]=[C:8]([CH:13]=[CH:14][CH:15]=1)[C:9]([OH:11])=[O:10]. The catalyst class is: 30. (2) Reactant: [NH2:1][C:2]1[CH:10]=[CH:9][C:5]([CH2:6][CH2:7][OH:8])=[CH:4][CH:3]=1.[C:11]1(=O)[O:16][C:14](=[O:15])[C:13]2=[CH:17][CH:18]=[CH:19][CH:20]=[C:12]12.C(O)(=O)C. Product: [OH:8][CH2:7][CH2:6][C:5]1[CH:9]=[CH:10][C:2]([N:1]2[C:14](=[O:15])[C:13]3[C:12](=[CH:20][CH:19]=[CH:18][CH:17]=3)[C:11]2=[O:16])=[CH:3][CH:4]=1. The catalyst class is: 6. (3) Reactant: [NH2:1][C:2]1[NH:3][C:4](=[S:15])[C:5]([C:13]#[N:14])=[C:6]([C:8]2[O:9][CH:10]=[CH:11][CH:12]=2)[N:7]=1.CC[O-].[Na+].Cl.Cl[CH2:22][C:23]1[CH:28]=[CH:27][CH:26]=[CH:25][N:24]=1. Product: [NH2:1][C:2]1[N:7]=[C:6]([C:8]2[O:9][CH:10]=[CH:11][CH:12]=2)[C:5]([C:13]#[N:14])=[C:4]([S:15][CH2:22][C:23]2[CH:28]=[CH:27][CH:26]=[CH:25][N:24]=2)[N:3]=1. The catalyst class is: 8. (4) Reactant: [NH:1]1[C:9]2[C:4](=[CH:5][C:6]([NH:10][C:11]3[C:20]4[C:15](=[CH:16][CH:17]=[CH:18][CH:19]=4)[N:14]=[C:13]([C:21]4[CH:22]=[C:23]([CH:29]=[CH:30][CH:31]=4)[O:24][CH2:25][C:26](O)=[O:27])[N:12]=3)=[CH:7][CH:8]=2)[CH:3]=[N:2]1.C1C[N:35]([P+](ON2N=NC3C=CC=CC2=3)(N2CCCC2)N2CCCC2)[CH2:34][CH2:33]1.F[P-](F)(F)(F)(F)F.CCN(C(C)C)C(C)C.Cl.C(N)C. Product: [NH:1]1[C:9]2[C:4](=[CH:5][C:6]([NH:10][C:11]3[C:20]4[C:15](=[CH:16][CH:17]=[CH:18][CH:19]=4)[N:14]=[C:13]([C:21]4[CH:22]=[C:23]([CH:29]=[CH:30][CH:31]=4)[O:24][CH2:25][C:26]([NH:35][CH2:34][CH3:33])=[O:27])[N:12]=3)=[CH:7][CH:8]=2)[CH:3]=[N:2]1. The catalyst class is: 59.